The task is: Predict the product of the given reaction.. This data is from Forward reaction prediction with 1.9M reactions from USPTO patents (1976-2016). (1) Given the reactants [Cl:1][C:2]1[C:7]([Cl:8])=[CH:6][C:5]([NH2:9])=[C:4]([NH2:10])[CH:3]=1.C([O:15][C:16](=O)[CH2:17][C:18](=O)[C:19]1[CH:24]=[CH:23][CH:22]=[C:21]([C:25]2[CH:26]=[N:27][CH:28]=[CH:29][CH:30]=2)[CH:20]=1)(C)(C)C, predict the reaction product. The product is: [Cl:1][C:2]1[C:7]([Cl:8])=[CH:6][C:5]2[NH:9][C:16](=[O:15])[CH2:17][C:18]([C:19]3[CH:24]=[CH:23][CH:22]=[C:21]([C:25]4[CH:26]=[N:27][CH:28]=[CH:29][CH:30]=4)[CH:20]=3)=[N:10][C:4]=2[CH:3]=1. (2) Given the reactants Br[C:2]1[CH:7]=[CH:6][C:5]([C:8]2[CH:13]=[CH:12][CH:11]=[CH:10][CH:9]=2)=[CH:4][CH:3]=1.[C:14]([O:18][CH2:19][CH3:20])(=[O:17])[CH:15]=[CH2:16].C(=O)([O-])[O-].[K+].[K+].C1(P(C2C=CC=CC=2)C2C=CC=CC=2)C=CC=CC=1, predict the reaction product. The product is: [C:8]1([C:5]2[CH:6]=[CH:7][C:2](/[CH:16]=[CH:15]/[C:14]([O:18][CH2:19][CH3:20])=[O:17])=[CH:3][CH:4]=2)[CH:13]=[CH:12][CH:11]=[CH:10][CH:9]=1. (3) Given the reactants [OH:1][CH2:2][C:3]1[CH:4]=[C:5]([C:9]2[C:14]([CH3:15])=[C:13]([CH3:16])[C:12]([OH:17])=[C:11]([CH3:18])[C:10]=2[CH3:19])[CH:6]=[CH:7][CH:8]=1.CC1C=CC(S(O[CH2:31][CH2:32][CH2:33][S:34]([CH3:37])(=[O:36])=[O:35])(=O)=O)=CC=1.C(=O)([O-])[O-].[K+].[K+].O, predict the reaction product. The product is: [CH3:19][C:10]1[C:11]([CH3:18])=[C:12]([O:17][CH2:31][CH2:32][CH2:33][S:34]([CH3:37])(=[O:36])=[O:35])[C:13]([CH3:16])=[C:14]([CH3:15])[C:9]=1[C:5]1[CH:6]=[CH:7][CH:8]=[C:3]([CH2:2][OH:1])[CH:4]=1. (4) Given the reactants [CH:1]1([N:4]([CH2:37][C:38]2[CH:43]=[CH:42][N:41]=[CH:40][CH:39]=2)[C:5](=[O:36])[CH:6]([CH2:16][C:17]2[CH:22]=[CH:21][C:20]([O:23][CH2:24][CH2:25][O:26][C:27]3[C:32]([Cl:33])=[CH:31][C:30]([CH3:34])=[CH:29][C:28]=3[Cl:35])=[CH:19][CH:18]=2)[CH2:7][NH:8]C(=O)OC(C)(C)C)[CH2:3][CH2:2]1.Cl, predict the reaction product. The product is: [NH2:8][CH2:7][CH:6]([CH2:16][C:17]1[CH:18]=[CH:19][C:20]([O:23][CH2:24][CH2:25][O:26][C:27]2[C:32]([Cl:33])=[CH:31][C:30]([CH3:34])=[CH:29][C:28]=2[Cl:35])=[CH:21][CH:22]=1)[C:5]([N:4]([CH:1]1[CH2:2][CH2:3]1)[CH2:37][C:38]1[CH:39]=[CH:40][N:41]=[CH:42][CH:43]=1)=[O:36]. (5) Given the reactants [CH3:1][C:2]1([CH3:11])[S:7][CH2:6][CH2:5][NH:4][C@H:3]1[C:8]([OH:10])=[O:9].[CH:12]1[C:21]2[C:16](=[CH:17][CH:18]=[CH:19][CH:20]=2)[CH:15]=[CH:14][C:13]=1[S:22](Cl)(=[O:24])=[O:23], predict the reaction product. The product is: [CH3:1][C:2]1([CH3:11])[S:7][CH2:6][CH2:5][N:4]([S:22]([C:13]2[CH:14]=[CH:15][C:16]3[C:21](=[CH:20][CH:19]=[CH:18][CH:17]=3)[CH:12]=2)(=[O:24])=[O:23])[CH:3]1[C:8]([OH:10])=[O:9].